This data is from Full USPTO retrosynthesis dataset with 1.9M reactions from patents (1976-2016). The task is: Predict the reactants needed to synthesize the given product. (1) Given the product [CH3:33][C:4]1[N:3]=[C:2]([N:34]2[CH2:39][CH2:38][CH2:37][CH2:36][CH2:35]2)[C:7]([C:8]([NH:10][C:11]2[CH:16]=[CH:15][C:14]([N:17]([CH2:25][CH2:26][C:27]3[CH:32]=[CH:31][CH:30]=[CH:29][N:28]=3)[C:18](=[O:24])[O:19][C:20]([CH3:21])([CH3:22])[CH3:23])=[CH:13][CH:12]=2)=[O:9])=[CH:6][CH:5]=1, predict the reactants needed to synthesize it. The reactants are: Cl[C:2]1[C:7]([C:8]([NH:10][C:11]2[CH:16]=[CH:15][C:14]([N:17]([CH2:25][CH2:26][C:27]3[CH:32]=[CH:31][CH:30]=[CH:29][N:28]=3)[C:18](=[O:24])[O:19][C:20]([CH3:23])([CH3:22])[CH3:21])=[CH:13][CH:12]=2)=[O:9])=[CH:6][CH:5]=[C:4]([CH3:33])[N:3]=1.[NH:34]1[CH2:39][CH2:38][CH2:37][CH2:36][CH2:35]1.C(OCC)(=O)C.O. (2) Given the product [CH3:1][O:2][CH2:3][CH2:4][O:5][CH2:6][C:7]1[CH:8]=[CH:9][C:10]([C@@H:13]2[C@@H:18]([O:19][CH2:20][C:21]3[CH:22]=[CH:23][C:24]4[O:29][CH2:28][CH2:27][N:26]([CH2:30][CH2:31][CH2:32][O:33][CH3:34])[C:25]=4[CH:35]=3)[CH2:17][NH:16][CH2:15][C@H:14]2[O:46][CH2:17][C@@H:18]([OH:19])[CH2:13][CH2:47][CH3:48])=[CH:11][CH:12]=1, predict the reactants needed to synthesize it. The reactants are: [CH3:1][O:2][CH2:3][CH2:4][O:5][CH2:6][C:7]1[CH:12]=[CH:11][C:10]([C@@H:13]2[C@@H:18]([O:19][CH2:20][C:21]3[CH:22]=[CH:23][C:24]4[O:29][CH2:28][CH2:27][N:26]([CH2:30][CH2:31][CH2:32][O:33][CH3:34])[C:25]=4[CH:35]=3)[CH2:17][N:16](S(C3C=CC(C)=CC=3)(=O)=O)[CH2:15][C@H:14]2[OH:46])=[CH:9][CH:8]=1.[CH2:47]([Mg]Br)[CH3:48]. (3) Given the product [CH2:33]([N:3]([CH2:1][CH3:2])[CH2:4][CH2:5][CH2:6]/[CH:7]=[CH:8]\[C:9]1[CH:14]=[CH:13][CH:12]=[CH:11][C:10]=1[S:15]([NH:18][C:19]1[CH:28]=[CH:27][C:26]2[CH2:25][CH2:24][CH2:23][CH2:22][C:21]=2[C:20]=1[C:29]([OH:31])=[O:30])(=[O:17])=[O:16])[CH3:34], predict the reactants needed to synthesize it. The reactants are: [CH2:1]([N:3]([CH2:33][CH3:34])[CH2:4][CH2:5][CH2:6]/[CH:7]=[CH:8]\[C:9]1[CH:14]=[CH:13][CH:12]=[CH:11][C:10]=1[S:15]([NH:18][C:19]1[CH:28]=[CH:27][C:26]2[CH2:25][CH2:24][CH2:23][CH2:22][C:21]=2[C:20]=1[C:29]([O:31]C)=[O:30])(=[O:17])=[O:16])[CH3:2].[Li+].[I-]. (4) Given the product [F:18][C:14]1[CH:13]=[C:12]([C:10]#[C:11][C:2]2[CH:9]=[CH:8][C:5]([C:6]#[N:7])=[CH:4][CH:3]=2)[CH:17]=[CH:16][CH:15]=1, predict the reactants needed to synthesize it. The reactants are: Br[C:2]1[CH:9]=[CH:8][C:5]([C:6]#[N:7])=[CH:4][CH:3]=1.[C:10]([C:12]1[CH:17]=[CH:16][CH:15]=[C:14]([F:18])[CH:13]=1)#[CH:11].C1C=CC(P(C2C=CC=CC=2)C2C=CC=CC=2)=CC=1.CCN(CC)CC. (5) Given the product [N:13]([CH2:6][CH2:5][CH:4]([OH:8])[C:3]([F:10])([F:9])[C:2]([F:12])([F:11])[F:1])=[N+:14]=[N-:15], predict the reactants needed to synthesize it. The reactants are: [F:1][C:2]([F:12])([F:11])[C:3]([F:10])([F:9])[CH:4]([OH:8])[CH2:5][CH2:6]I.[N-:13]=[N+:14]=[N-:15].[Na+].O. (6) The reactants are: [Cl:1][C:2]1[CH:14]=[CH:13][CH:12]=[C:11](I)[C:3]=1[O:4][CH:5]1[CH2:10][CH2:9][CH2:8][CH2:7][O:6]1.[N:16]1[CH:21]=[CH:20][C:19](B(O)O)=[CH:18][CH:17]=1.C([O-])([O-])=O.[Na+].[Na+]. Given the product [Cl:1][C:2]1[CH:14]=[CH:13][CH:12]=[C:11]([C:19]2[CH:20]=[CH:21][N:16]=[CH:17][CH:18]=2)[C:3]=1[OH:4].[Cl:1][C:2]1[C:3]([O:4][CH:5]2[CH2:10][CH2:9][CH2:8][CH2:7][O:6]2)=[C:11]([C:19]2[CH:20]=[CH:21][N:16]=[CH:17][CH:18]=2)[CH:12]=[CH:13][CH:14]=1, predict the reactants needed to synthesize it. (7) Given the product [CH3:30][O:29][C:26]1[CH:27]=[C:28]2[C:23](=[CH:24][C:25]=1[O:31][CH3:32])[N:22]=[CH:21][CH:20]=[C:19]2[O:18][C:15]1[CH:16]=[CH:17][C:12]([O:11][CH2:10][CH2:9][NH:8][C:4]2[CH:5]=[CH:6][CH:7]=[C:2]([CH3:1])[CH:3]=2)=[CH:13][CH:14]=1, predict the reactants needed to synthesize it. The reactants are: [CH3:1][C:2]1[CH:3]=[C:4]([NH:8][C:9](=O)[CH2:10][O:11][C:12]2[CH:17]=[CH:16][C:15]([O:18][C:19]3[C:28]4[C:23](=[CH:24][C:25]([O:31][CH3:32])=[C:26]([O:29][CH3:30])[CH:27]=4)[N:22]=[CH:21][CH:20]=3)=[CH:14][CH:13]=2)[CH:5]=[CH:6][CH:7]=1.Cl.[OH-].[Na+].